From a dataset of Full USPTO retrosynthesis dataset with 1.9M reactions from patents (1976-2016). Predict the reactants needed to synthesize the given product. (1) Given the product [Cl:1][C:2]1[CH:3]=[N:4][C:5]([N:24]2[CH2:27][CH:26]([O:28][C:29]3[CH:34]=[CH:33][CH:32]=[C:31]([N:35]4[CH2:40][CH2:39][NH:38][CH2:37][CH2:36]4)[CH:30]=3)[CH2:25]2)=[C:6]([CH:23]=1)[C:7]([NH:9][C:10]1([C:13]2[CH:22]=[CH:21][C:16]([C:17]([OH:19])=[O:18])=[CH:15][CH:14]=2)[CH2:12][CH2:11]1)=[O:8], predict the reactants needed to synthesize it. The reactants are: [Cl:1][C:2]1[CH:3]=[N:4][C:5]([N:24]2[CH2:27][CH:26]([O:28][C:29]3[CH:34]=[CH:33][CH:32]=[C:31]([N:35]4[CH2:40][CH2:39][NH:38][CH2:37][CH2:36]4)[CH:30]=3)[CH2:25]2)=[C:6]([CH:23]=1)[C:7]([NH:9][C:10]1([C:13]2[CH:22]=[CH:21][C:16]([C:17]([O:19]C)=[O:18])=[CH:15][CH:14]=2)[CH2:12][CH2:11]1)=[O:8].[OH-].[Na+].Cl. (2) Given the product [F:9][C:8]([F:11])([F:10])[C:6]1[CH:7]=[C:2]([NH2:16])[N:3]=[N:4][CH:5]=1, predict the reactants needed to synthesize it. The reactants are: Cl[C:2]1[N:3]=[N:4][CH:5]=[C:6]([C:8]([F:11])([F:10])[F:9])[CH:7]=1.C(O)(C)C.[NH3:16]. (3) Given the product [CH2:16]([C:15]1[N:14]=[C:9]2[C:8](=[C:5]3[C:6]=1[CH:7]=[C:2]([F:1])[CH:3]=[CH:4]3)[CH:13]=[CH:12][CH:11]=[CH:10]2)[CH3:17], predict the reactants needed to synthesize it. The reactants are: [F:1][C:2]1[CH:7]=[CH:6][C:5]([C:8]2[CH:13]=[CH:12][CH:11]=[CH:10][C:9]=2[NH:14][C:15](=O)[CH2:16][CH3:17])=[CH:4][CH:3]=1.P(Cl)(Cl)(Cl)=O.